From a dataset of Full USPTO retrosynthesis dataset with 1.9M reactions from patents (1976-2016). Predict the reactants needed to synthesize the given product. Given the product [F:1][C:2]1[CH:3]=[C:4]([CH:16]=[CH:17][C:18]=1[F:19])[O:5][C:6]1[N:11]=[CH:10][C:9]([CH2:12][C:13]([O:15][CH2:31][CH3:32])=[O:14])=[CH:8][CH:7]=1, predict the reactants needed to synthesize it. The reactants are: [F:1][C:2]1[CH:3]=[C:4]([CH:16]=[CH:17][C:18]=1[F:19])[O:5][C:6]1[N:11]=[CH:10][C:9]([CH2:12][C:13]([OH:15])=[O:14])=[CH:8][CH:7]=1.S(=O)(=O)(O)O.C([O-])([O-])=O.[Na+].[Na+].[CH2:31](O)[CH3:32].